Dataset: Catalyst prediction with 721,799 reactions and 888 catalyst types from USPTO. Task: Predict which catalyst facilitates the given reaction. (1) Reactant: [NH2:1][C:2]1[CH:7]=[C:6]([C:8]#[N:9])[CH:5]=[CH:4][C:3]=1[NH:10][CH:11]1[CH2:16][CH2:15][N:14]([C:17]([O:19][C:20]([CH3:23])([CH3:22])[CH3:21])=[O:18])[CH2:13][CH2:12]1.[O:24]1CCC[CH2:25]1. Product: [C:8]([C:6]1[CH:5]=[CH:4][C:3]2[N:10]([CH:11]3[CH2:12][CH2:13][N:14]([C:17]([O:19][C:20]([CH3:23])([CH3:22])[CH3:21])=[O:18])[CH2:15][CH2:16]3)[C:25](=[O:24])[NH:1][C:2]=2[CH:7]=1)#[N:9]. The catalyst class is: 768. (2) The catalyst class is: 21. Reactant: [OH:1][C:2]1[CH:10]=[C:9]([O:11][CH3:12])[CH:8]=[CH:7][C:3]=1[C:4]([OH:6])=[O:5].C(=O)([O-])[O-].[K+].[K+].[C:19](Cl)(=[O:23])[C:20]([CH3:22])=[O:21].Cl. Product: [CH3:12][O:11][C:9]1[CH:8]=[CH:7][C:3]([C:4]([OH:6])=[O:5])=[C:2]([O:1][C:19](=[O:23])[C:20](=[O:21])[CH3:22])[CH:10]=1. (3) Reactant: [F:1][C:2]1[CH:7]=[CH:6][C:5]([C:8]2([CH2:21][O:22][CH2:23][C:24]3[C:32]4[N:31]=[N:30][N:29](COCC[Si](C)(C)C)[C:28]=4[CH:27]=[C:26]([C:41]([F:44])([F:43])[F:42])[CH:25]=3)[CH2:13][CH2:12][N:11](C(OC(C)(C)C)=O)[CH2:10][CH2:9]2)=[CH:4][CH:3]=1. Product: [F:1][C:2]1[CH:3]=[CH:4][C:5]([C:8]2([CH2:21][O:22][CH2:23][C:24]3[C:32]4[NH:31][N:30]=[N:29][C:28]=4[CH:27]=[C:26]([C:41]([F:44])([F:42])[F:43])[CH:25]=3)[CH2:13][CH2:12][NH:11][CH2:10][CH2:9]2)=[CH:6][CH:7]=1. The catalyst class is: 55. (4) Reactant: [CH:1](=O)[CH3:2].[NH:4]1[C:12]2[C:7](=[CH:8][CH:9]=[CH:10][CH:11]=2)[CH2:6][C:5]1=[O:13].N1CCCCC1. Product: [CH:1](=[C:6]1[C:7]2[C:12](=[CH:11][CH:10]=[CH:9][CH:8]=2)[NH:4][C:5]1=[O:13])[CH3:2]. The catalyst class is: 5. (5) Reactant: [NH2:1][C:2]1[CH:7]=[CH:6][CH:5]=[CH:4][C:3]=1[NH:8][C:9]1[CH:14]=[CH:13][NH:12][C:11]([CH3:20])([C:15]([O:17][CH2:18][CH3:19])=[S:16])[N:10]=1.[CH3:21][C:22]1[CH:27]=[CH:26][CH:25]=[C:24]([CH3:28])[C:23]=1[N:29]=[C:30]=[O:31].B(F)(F)F.CCOCC. Product: [CH3:28][C:24]1[CH:25]=[CH:26][CH:27]=[C:22]([CH3:21])[C:23]=1[NH:29][C:30](=[O:31])[NH:1][C:2]1[CH:7]=[CH:6][CH:5]=[CH:4][C:3]=1[NH:8][C:9]1[CH:14]=[CH:13][NH:12][C:11]([CH3:20])([C:15]([O:17][CH2:18][CH3:19])=[S:16])[N:10]=1. The catalyst class is: 1. (6) Reactant: C(OC([O:8][C@@:9]12[CH2:23][C@@H:22]([C:24]([O:26][C@H:27]3[C@@:36]4([OH:37])[C@H:31]([C@H:32]([C:39]([CH3:43])=[C:40]([F:42])[F:41])[CH2:33][CH2:34][C@@H:35]4[CH3:38])[CH:30]=[C:29]([CH3:44])[C@H:28]3[O:45][C:46](=[O:48])[CH3:47])=[O:25])[N:21](C(OC(C)(C)C)=O)[C@@H:10]1[O:11][N:12]([CH3:20])[C:13]1[C:18]([Cl:19])=[CH:17][CH:16]=[CH:15][C:14]=12)=O)(C)(C)C.Cl. Product: [Cl:19][C:18]1[C:13]2[N:12]([CH3:20])[O:11][C@H:10]3[NH:21][C@H:22]([C:24]([O:26][C@@H:27]4[C@:36]5([OH:37])[C@H:31]([C@H:32]([C:39]([CH3:43])=[C:40]([F:42])[F:41])[CH2:33][CH2:34][C@H:35]5[CH3:38])[CH:30]=[C:29]([CH3:44])[C@H:28]4[O:45][C:46](=[O:48])[CH3:47])=[O:25])[CH2:23][C@@:9]3([OH:8])[C:14]=2[CH:15]=[CH:16][CH:17]=1. The catalyst class is: 13. (7) Reactant: N[C:2]1[CH:7]=[CH:6][CH:5]=[CH:4][CH:3]=1.[N+:8]([O-:11])(O)=[O:9]. Product: [N+:8]([C:2]1[CH:7]=[CH:6][CH:5]=[CH:4][CH:3]=1)([O-:11])=[O:9]. The catalyst class is: 48.